This data is from Forward reaction prediction with 1.9M reactions from USPTO patents (1976-2016). The task is: Predict the product of the given reaction. Given the reactants C(N(CC)CC)C.[C-:8]1(C(O)=O)[CH:12]=[CH:11][CH:10]=[CH:9]1.[CH-:16]1[CH:20]=[CH:19][CH:18]=[CH:17]1.[Fe+2:21].C(=O)([O-])O.[Na+].Cl, predict the reaction product. The product is: [CH-:8]1[CH:12]=[CH:11][CH:10]=[CH:9]1.[CH-:16]1[CH:20]=[CH:19][CH:18]=[CH:17]1.[Fe+2:21].